Dataset: Peptide-MHC class I binding affinity with 185,985 pairs from IEDB/IMGT. Task: Regression. Given a peptide amino acid sequence and an MHC pseudo amino acid sequence, predict their binding affinity value. This is MHC class I binding data. (1) The peptide sequence is AEFGPWQTV. The MHC is HLA-B45:06 with pseudo-sequence HLA-B45:06. The binding affinity (normalized) is 0.213. (2) The peptide sequence is LTFLDCLYY. The MHC is HLA-A26:02 with pseudo-sequence HLA-A26:02. The binding affinity (normalized) is 0.0847. (3) The peptide sequence is YTVEFDRDK. The MHC is HLA-A03:01 with pseudo-sequence HLA-A03:01. The binding affinity (normalized) is 0.